From a dataset of Forward reaction prediction with 1.9M reactions from USPTO patents (1976-2016). Predict the product of the given reaction. (1) Given the reactants [C:1]([O:5][C:6]([NH:8][CH2:9][C:10]([OH:12])=O)=[O:7])([CH3:4])([CH3:3])[CH3:2].CCN(C(C)C)C(C)C.CN(C(ON1N=NC2C=CC=NC1=2)=[N+](C)C)C.F[P-](F)(F)(F)(F)F.[F:46][C:47]1[CH:55]=[C:54]2[C:50]([C:51]([C:65]3[CH:66]=[C:67]([NH2:72])[C:68]([NH2:71])=[CH:69][CH:70]=3)=[CH:52][N:53]2[S:56]([C:59]2[CH:64]=[CH:63][CH:62]=[CH:61][CH:60]=2)(=[O:58])=[O:57])=[CH:49][CH:48]=1, predict the reaction product. The product is: [C:1]([O:5][C:6](=[O:7])[NH:8][CH2:9][C:10]([NH:72][C:67]1[CH:66]=[C:65]([C:51]2[C:50]3[C:54](=[CH:55][C:47]([F:46])=[CH:48][CH:49]=3)[N:53]([S:56]([C:59]3[CH:64]=[CH:63][CH:62]=[CH:61][CH:60]=3)(=[O:58])=[O:57])[CH:52]=2)[CH:70]=[CH:69][C:68]=1[NH2:71])=[O:12])([CH3:2])([CH3:3])[CH3:4]. (2) Given the reactants [Cl:1][C:2]1[CH:7]=[CH:6][C:5]([NH:8][C:9]([NH:11][C:12]2[CH:17]=[C:16]([C:18]3[C:29](=[O:30])[N:28]([CH3:31])[C:21]4[N:22]=[C:23](SC)[N:24]=[CH:25][C:20]=4[CH:19]=3)[CH:15]=[CH:14][C:13]=2[F:32])=[O:10])=[CH:4][C:3]=1[C:33]([F:36])([F:35])[F:34].[CH3:37][NH2:38].C1COCC1, predict the reaction product. The product is: [Cl:1][C:2]1[CH:7]=[CH:6][C:5]([NH:8][C:9]([NH:11][C:12]2[CH:17]=[C:16]([C:18]3[C:29](=[O:30])[N:28]([CH3:31])[C:21]4[N:22]=[C:23]([NH:38][CH3:37])[N:24]=[CH:25][C:20]=4[CH:19]=3)[CH:15]=[CH:14][C:13]=2[F:32])=[O:10])=[CH:4][C:3]=1[C:33]([F:36])([F:35])[F:34].